This data is from Full USPTO retrosynthesis dataset with 1.9M reactions from patents (1976-2016). The task is: Predict the reactants needed to synthesize the given product. (1) Given the product [CH2:26]([O:25][C:21]1[CH:22]=[C:23]([F:24])[C:18]([CH2:17][N:10]2[C:11]3[C:16](=[CH:15][CH:14]=[CH:13][CH:12]=3)[C:8]([C:4]3[CH:3]=[C:2]([NH:36][C:35]4[N:31]([CH2:29][CH3:30])[N:32]=[CH:33][N:34]=4)[CH:7]=[CH:6][N:5]=3)=[N:9]2)=[C:19]([F:28])[CH:20]=1)[CH3:27], predict the reactants needed to synthesize it. The reactants are: Cl[C:2]1[CH:7]=[CH:6][N:5]=[C:4]([C:8]2[C:16]3[C:11](=[CH:12][CH:13]=[CH:14][CH:15]=3)[N:10]([CH2:17][C:18]3[C:23]([F:24])=[CH:22][C:21]([O:25][CH2:26][CH3:27])=[CH:20][C:19]=3[F:28])[N:9]=2)[CH:3]=1.[CH2:29]([N:31]1[C:35]([NH2:36])=[N:34][CH:33]=[N:32]1)[CH3:30]. (2) Given the product [F:10][C:11]1[CH:17]=[CH:16][C:14]([NH:15][C:8]([NH:7][C:1]2[CH:6]=[CH:5][CH:4]=[CH:3][CH:2]=2)=[O:9])=[CH:13][C:12]=1[N+:18]([O-:20])=[O:19], predict the reactants needed to synthesize it. The reactants are: [C:1]1([N:7]=[C:8]=[O:9])[CH:6]=[CH:5][CH:4]=[CH:3][CH:2]=1.[F:10][C:11]1[CH:17]=[CH:16][C:14]([NH2:15])=[CH:13][C:12]=1[N+:18]([O-:20])=[O:19]. (3) Given the product [Cl:1][C:2]1[CH:7]=[C:6]([O:8][CH3:9])[CH:5]=[CH:4][C:3]=1[C:10]1[CH:15]=[CH:14][N:13]=[C:12]([NH:16][CH:17]([CH3:21])[CH2:18][O:19][CH3:20])[C:11]=1[NH2:22], predict the reactants needed to synthesize it. The reactants are: [Cl:1][C:2]1[CH:7]=[C:6]([O:8][CH3:9])[CH:5]=[CH:4][C:3]=1[C:10]1[CH:15]=[CH:14][N:13]=[C:12]([NH:16][CH:17]([CH3:21])[CH2:18][O:19][CH3:20])[C:11]=1[N+:22]([O-])=O.[O-]S(S([O-])=O)=O.[Na+].[Na+]. (4) Given the product [CH:1]([C:3]1[CH:11]=[CH:10][C:6]([C:7]([NH:12][CH2:13][CH2:14][N:15]2[CH2:19][CH2:18][NH:17][C:16]2=[O:20])=[O:8])=[CH:5][CH:4]=1)=[O:2], predict the reactants needed to synthesize it. The reactants are: [CH:1]([C:3]1[CH:11]=[CH:10][C:6]([C:7](Cl)=[O:8])=[CH:5][CH:4]=1)=[O:2].[NH2:12][CH2:13][CH2:14][N:15]1[CH2:19][CH2:18][NH:17][C:16]1=[O:20].CCN(CC)CC. (5) Given the product [S:21]1[CH:22]=[CH:23][CH:24]=[C:20]1[CH2:19][N:18]([CH2:25][C:26]1[S:27][CH:28]=[CH:29][CH:30]=1)[C:17](=[O:31])[O:16][CH2:15][C@@H:14]([NH:13][C:12](=[O:36])[NH:11][C@H:10]([C:8]1[CH:7]=[CH:6][C:5]2[O:1][CH2:2][O:3][C:4]=2[CH:9]=1)[CH2:37][CH2:38][OH:39])[CH2:32][CH2:33][CH2:34][CH3:35], predict the reactants needed to synthesize it. The reactants are: [O:1]1[C:5]2[CH:6]=[CH:7][C:8]([C@H:10]([CH2:37][C:38](OC)=[O:39])[NH:11][C:12](=[O:36])[NH:13][C@@H:14]([CH2:32][CH2:33][CH2:34][CH3:35])[CH2:15][O:16][C:17](=[O:31])[N:18]([CH2:25][C:26]3[S:27][CH:28]=[CH:29][CH:30]=3)[CH2:19][C:20]3[S:21][CH:22]=[CH:23][CH:24]=3)=[CH:9][C:4]=2[O:3][CH2:2]1.[BH4-].[Li+].